From a dataset of TCR-epitope binding with 47,182 pairs between 192 epitopes and 23,139 TCRs. Binary Classification. Given a T-cell receptor sequence (or CDR3 region) and an epitope sequence, predict whether binding occurs between them. (1) The epitope is YFPLQSYGF. The TCR CDR3 sequence is CASSEALAGAYEQYF. Result: 1 (the TCR binds to the epitope). (2) The epitope is RLDKVEAEV. The TCR CDR3 sequence is CASSSTGNTEAFF. Result: 0 (the TCR does not bind to the epitope).